From a dataset of Peptide-MHC class I binding affinity with 185,985 pairs from IEDB/IMGT. Regression. Given a peptide amino acid sequence and an MHC pseudo amino acid sequence, predict their binding affinity value. This is MHC class I binding data. (1) The peptide sequence is VIARTHTAL. The MHC is HLA-B57:01 with pseudo-sequence HLA-B57:01. The binding affinity (normalized) is 0.0847. (2) The peptide sequence is IPYHIVNIV. The MHC is HLA-B07:02 with pseudo-sequence HLA-B07:02. The binding affinity (normalized) is 0.247. (3) The peptide sequence is LMQDCAIKA. The MHC is HLA-A02:01 with pseudo-sequence HLA-A02:01. The binding affinity (normalized) is 0.592. (4) The peptide sequence is ALLELFNAF. The MHC is HLA-A30:01 with pseudo-sequence HLA-A30:01. The binding affinity (normalized) is 0.457. (5) The peptide sequence is SPRSRNRSF. The MHC is HLA-A31:01 with pseudo-sequence HLA-A31:01. The binding affinity (normalized) is 0.0847. (6) The peptide sequence is NPMVIVNAA. The MHC is HLA-B35:01 with pseudo-sequence HLA-B35:01. The binding affinity (normalized) is 0.284.